Dataset: Forward reaction prediction with 1.9M reactions from USPTO patents (1976-2016). Task: Predict the product of the given reaction. (1) Given the reactants C1([C@@H:7]([NH:9]C2C=C(C3C=CC=C4C=3C=CC=N4)N=CC=2N)C)C=CC=CC=1.[C:27]1([C@@H:33]([N:35]2[C:43]3[CH:42]=[C:41]([C:44]4[CH:53]=[CH:52][CH:51]=[C:50]5[C:45]=4[CH:46]=[CH:47][CH:48]=[N:49]5)N=C[C:38]=3[NH:37][C:36]2=[O:54])[CH3:34])[CH:32]=[CH:31][CH:30]=[CH:29][CH:28]=1.NC(N)=O.O, predict the reaction product. The product is: [C:27]1([C@@H:33]([N:35]2[C:43]3[C:38](=[N:9][CH:7]=[C:41]([C:44]4[CH:53]=[CH:52][CH:51]=[C:50]5[C:45]=4[CH:46]=[CH:47][CH:48]=[N:49]5)[CH:42]=3)[NH:37][C:36]2=[O:54])[CH3:34])[CH:28]=[CH:29][CH:30]=[CH:31][CH:32]=1. (2) The product is: [OH:1][C:2]1([C:18]2[CH:23]=[CH:22][CH:21]=[CH:20][CH:19]=2)[CH2:6][CH2:5][CH:4]([N:7]2[C:8](=[O:17])[C:9]3[C:14](=[CH:13][CH:12]=[CH:11][CH:10]=3)[C:15]2=[O:16])[CH2:3]1. Given the reactants [O:1]=[C:2]1[CH2:6][CH2:5][CH:4]([N:7]2[C:15](=[O:16])[C:14]3[C:9](=[CH:10][CH:11]=[CH:12][CH:13]=3)[C:8]2=[O:17])[CH2:3]1.[C:18]1([Mg]Cl)[CH:23]=[CH:22][CH:21]=[CH:20][CH:19]=1.[NH4+].[Cl-], predict the reaction product. (3) Given the reactants [C:1]([C:4]1[CH:9]=[N:8][CH:7]=[CH:6][N:5]=1)(=O)[CH3:2].COC(OC)[N:13]([CH3:15])C.[NH2:18]N, predict the reaction product. The product is: [NH:18]1[C:1]([C:4]2[CH:9]=[N:8][CH:7]=[CH:6][N:5]=2)=[CH:2][CH:15]=[N:13]1.